This data is from Full USPTO retrosynthesis dataset with 1.9M reactions from patents (1976-2016). The task is: Predict the reactants needed to synthesize the given product. (1) Given the product [C:17]([O:1][C:2]1[CH:11]=[C:10]([O:12][C:17](=[O:22])[C:18]([CH3:21])([CH3:20])[CH3:19])[CH:9]=[C:8]2[C:3]=1[C:4]([CH2:14][CH2:15][CH3:16])=[CH:5][C:6](=[O:13])[O:7]2)(=[O:22])[C:18]([CH3:21])([CH3:20])[CH3:19], predict the reactants needed to synthesize it. The reactants are: [OH:1][C:2]1[CH:11]=[C:10]([OH:12])[CH:9]=[C:8]2[C:3]=1[C:4]([CH2:14][CH2:15][CH3:16])=[CH:5][C:6](=[O:13])[O:7]2.[C:17](Cl)(=[O:22])[C:18]([CH3:21])([CH3:20])[CH3:19]. (2) Given the product [CH:3]([C:4]1[CH:13]=[CH:12][C:7]([O:8][CH2:9][CH2:10][CH:28]([S:31]([NH2:23])(=[O:33])=[O:32])[CH2:29][CH3:30])=[C:6]([O:14][CH3:15])[C:5]=1[N+:16]([O-:18])=[O:17])=[O:19], predict the reactants needed to synthesize it. The reactants are: CO[CH:3]([O:19]C)[C:4]1[CH:13]=[CH:12][C:7]([O:8][CH2:9][CH2:10]N)=[C:6]([O:14][CH3:15])[C:5]=1[N+:16]([O-:18])=[O:17].C([N:23](CC)CC)C.[CH2:28]([S:31](Cl)(=[O:33])=[O:32])[CH2:29][CH3:30].O. (3) Given the product [Cl:1][C:2]1[CH:10]=[C:9]2[C:5]([C:6]([CH2:22][C:21]3[CH:24]=[CH:25][CH:26]=[C:19]([Cl:18])[CH:20]=3)([C:12]3[CH:13]=[N:14][CH:15]=[CH:16][CH:17]=3)[C:7](=[O:11])[NH:8]2)=[CH:4][CH:3]=1, predict the reactants needed to synthesize it. The reactants are: [Cl:1][C:2]1[CH:10]=[C:9]2[C:5]([CH:6]([C:12]3[CH:13]=[N:14][CH:15]=[CH:16][CH:17]=3)[C:7](=[O:11])[NH:8]2)=[CH:4][CH:3]=1.[Cl:18][C:19]1[CH:20]=[C:21]([CH:24]=[CH:25][CH:26]=1)[CH2:22]Br.[I-].[K+].C(=O)([O-])[O-].[K+].[K+]. (4) The reactants are: Cl.[CH2:2]([NH:9][CH2:10][Si:11]([CH3:14])([CH3:13])[CH3:12])[C:3]1[CH:8]=[CH:7][CH:6]=[CH:5][CH:4]=1.[C-:15]#[N:16].[K+].[CH2:18]=O. Given the product [CH2:2]([N:9]([CH2:18][C:15]#[N:16])[CH2:10][Si:11]([CH3:14])([CH3:13])[CH3:12])[C:3]1[CH:8]=[CH:7][CH:6]=[CH:5][CH:4]=1, predict the reactants needed to synthesize it.